This data is from Catalyst prediction with 721,799 reactions and 888 catalyst types from USPTO. The task is: Predict which catalyst facilitates the given reaction. (1) Reactant: [CH3:1][C:2]1[CH:9]=[CH:8][C:7]([N+:10]([O-:12])=[O:11])=[CH:6][C:3]=1[CH:4]=O.C([O-])(=O)C.[NH4+].[N+:18]([CH3:21])([O-:20])=[O:19]. Product: [CH3:1][C:2]1[CH:9]=[CH:8][C:7]([N+:10]([O-:12])=[O:11])=[CH:6][C:3]=1/[CH:4]=[CH:21]/[N+:18]([O-:20])=[O:19]. The catalyst class is: 15. (2) Reactant: C[O:2][C:3]1[CH:11]=[C:10]2[C:6]([C:7]3[CH:15]=[C:14]([OH:16])[N:13]=[C:12]([CH3:17])[C:8]=3[NH:9]2)=[CH:5][CH:4]=1.B(Br)(Br)Br. Product: [CH3:17][C:12]1[C:8]2[NH:9][C:10]3[C:6]([C:7]=2[CH:15]=[C:14]([OH:16])[N:13]=1)=[CH:5][CH:4]=[C:3]([OH:2])[CH:11]=3. The catalyst class is: 1.